This data is from Catalyst prediction with 721,799 reactions and 888 catalyst types from USPTO. The task is: Predict which catalyst facilitates the given reaction. (1) Reactant: [C:1]1([CH:7]([C:18]2[CH:23]=[CH:22][CH:21]=[CH:20][CH:19]=2)[CH2:8][C:9]([C:11]2[CH:12]=[CH:13][C:14](=[O:17])[NH:15][CH:16]=2)=[O:10])[CH:6]=[CH:5][CH:4]=[CH:3][CH:2]=1.[C:24](=O)([O-])[O-].[K+].[K+].IC.O. Product: [C:18]1([CH:7]([C:1]2[CH:2]=[CH:3][CH:4]=[CH:5][CH:6]=2)[CH2:8][C:9]([C:11]2[CH:12]=[CH:13][C:14](=[O:17])[N:15]([CH3:24])[CH:16]=2)=[O:10])[CH:19]=[CH:20][CH:21]=[CH:22][CH:23]=1. The catalyst class is: 80. (2) Reactant: [CH3:1][S:2](Cl)(=[O:4])=[O:3].[F:6][C:7]([F:36])([F:35])[C:8]1[CH:9]=[C:10]([NH:14][C:15]([N:17]2[C:25]3[C:20](=[CH:21][C:22]([O:26][C:27]4[CH:32]=[CH:31][N:30]=[C:29]([CH2:33][OH:34])[CH:28]=4)=[CH:23][CH:24]=3)[CH:19]=[CH:18]2)=[O:16])[CH:11]=[CH:12][CH:13]=1.C(N(CC)CC)C. Product: [F:36][C:7]([F:6])([F:35])[C:8]1[CH:9]=[C:10]([NH:14][C:15]([N:17]2[C:25]3[C:20](=[CH:21][C:22]([O:26][C:27]4[CH:32]=[CH:31][N:30]=[C:29]([CH2:33][O:34][S:2]([CH3:1])(=[O:4])=[O:3])[CH:28]=4)=[CH:23][CH:24]=3)[CH:19]=[CH:18]2)=[O:16])[CH:11]=[CH:12][CH:13]=1. The catalyst class is: 2. (3) Reactant: [CH3:1][N:2]1[CH2:25][CH2:24][C:5]2=[C:6]([S:13][C:14]3[CH:23]=[CH:22][C:17]([C:18](OC)=[O:19])=[CH:16][CH:15]=3)[C:7]3[C:12]([N:4]2[CH2:3]1)=[CH:11][CH:10]=[CH:9][CH:8]=3.[NH2:26][OH:27].Cl.C[O-].[Na+]. Product: [OH:27][NH:26][C:18](=[O:19])[C:17]1[CH:22]=[CH:23][C:14]([S:13][C:6]2[C:7]3[C:12](=[CH:11][CH:10]=[CH:9][CH:8]=3)[N:4]3[CH2:3][N:2]([CH3:1])[CH2:25][CH2:24][C:5]=23)=[CH:15][CH:16]=1. The catalyst class is: 5. (4) Reactant: [NH:1]([CH2:3][CH2:4][OH:5])[NH2:2].[CH3:6][C:7]([CH3:14])([CH3:13])[C:8](=O)[CH2:9][C:10]#[N:11].Cl. Product: [NH2:11][C:10]1[N:1]([CH2:3][CH2:4][OH:5])[N:2]=[C:8]([C:7]([CH3:14])([CH3:13])[CH3:6])[CH:9]=1. The catalyst class is: 14.